Dataset: Forward reaction prediction with 1.9M reactions from USPTO patents (1976-2016). Task: Predict the product of the given reaction. (1) Given the reactants [C:1]([O:5][C:6]([NH:8][C:9]1[CH:10]=[C:11]([CH:15]=[CH:16][CH:17]=1)[C:12](O)=[O:13])=[O:7])([CH3:4])([CH3:3])[CH3:2].B, predict the reaction product. The product is: [OH:13][CH2:12][C:11]1[CH:10]=[C:9]([NH:8][C:6](=[O:7])[O:5][C:1]([CH3:3])([CH3:2])[CH3:4])[CH:17]=[CH:16][CH:15]=1. (2) Given the reactants [OH-].[Na+].[CH2:3]([OH:21])[CH2:4]/[CH:5]=[CH:6]\[CH2:7]/[CH:8]=[CH:9]\[CH2:10]/[CH:11]=[CH:12]\[CH2:13]/[CH:14]=[CH:15]\[CH2:16]/[CH:17]=[CH:18]\[CH2:19][CH3:20].[C:22]([O:26][C:27](=[O:32])[CH:28](Br)[CH2:29][CH3:30])([CH3:25])([CH3:24])[CH3:23].O, predict the reaction product. The product is: [CH2:3]([O:21][CH:28]([CH2:29][CH3:30])[C:27]([O:26][C:22]([CH3:25])([CH3:24])[CH3:23])=[O:32])[CH2:4]/[CH:5]=[CH:6]\[CH2:7]/[CH:8]=[CH:9]\[CH2:10]/[CH:11]=[CH:12]\[CH2:13]/[CH:14]=[CH:15]\[CH2:16]/[CH:17]=[CH:18]\[CH2:19][CH3:20]. (3) Given the reactants [C:1]([NH:6][C:7]1[NH:8][C:9](=[O:31])[C:10]2[N:11]=[CH:12][N:13]([C:29]=2[N:30]=1)[C@@H:14]1[O:28][C@H:25]([CH2:26][OH:27])[C@@H:23]([OH:24])[C@H:15]1[O:16][CH2:17][CH2:18][O:19][N:20]([CH3:22])[CH3:21])(=[O:5])[CH:2]([CH3:4])[CH3:3].[C:32](Cl)([C:49]1[CH:54]=[CH:53][CH:52]=[CH:51][CH:50]=1)([C:41]1[CH:48]=[CH:47][C:44]([O:45][CH3:46])=[CH:43][CH:42]=1)[C:33]1[CH:40]=[CH:39][C:36]([O:37][CH3:38])=[CH:35][CH:34]=1.CO, predict the reaction product. The product is: [CH3:46][O:45][C:44]1[CH:43]=[CH:42][C:41]([C:32]([O:27][CH2:26][C@H:25]2[O:28][C@@H:14]([N:13]3[C:29]4[N:30]=[C:7]([NH:6][C:1](=[O:5])[CH:2]([CH3:4])[CH3:3])[NH:8][C:9](=[O:31])[C:10]=4[N:11]=[CH:12]3)[C@H:15]([O:16][CH2:17][CH2:18][O:19][N:20]([CH3:22])[CH3:21])[C@@H:23]2[OH:24])([C:49]2[CH:50]=[CH:51][CH:52]=[CH:53][CH:54]=2)[C:33]2[CH:40]=[CH:39][C:36]([O:37][CH3:38])=[CH:35][CH:34]=2)=[CH:48][CH:47]=1. (4) Given the reactants Cl[C:2]1[CH:3]=[C:4]([S:9]([C:12]2[CH:17]=[C:16](Cl)[CH:15]=[C:14](Cl)[CH:13]=2)(=[O:11])=[O:10])[CH:5]=[C:6](Cl)[CH:7]=1.[C:20]1(B(O)O)[CH:25]=[CH:24][CH:23]=[CH:22][CH:21]=1.P([O-])([O-])([O-])=O.[K+].[K+].[K+].[CH:37]1(P([CH:37]2[CH2:42][CH2:41][CH2:40][CH2:39][CH2:38]2)[CH:37]2[CH2:42][CH2:41][CH2:40][CH2:39][CH2:38]2)[CH2:42][CH2:41][CH2:40][CH2:39][CH2:38]1, predict the reaction product. The product is: [C:20]1([C:2]2[CH:3]=[C:4]([S:9]([C:12]3[CH:17]=[C:16]([C:2]4[CH:3]=[CH:4][CH:5]=[CH:6][CH:7]=4)[CH:15]=[C:14]([C:37]4[CH:42]=[CH:41][CH:40]=[CH:39][CH:38]=4)[CH:13]=3)(=[O:11])=[O:10])[CH:5]=[C:6]([C:12]3[CH:17]=[CH:16][CH:15]=[CH:14][CH:13]=3)[CH:7]=2)[CH:25]=[CH:24][CH:23]=[CH:22][CH:21]=1. (5) Given the reactants [Cl-].[Al+3].[Cl-].[Cl-].[CH3:5][O:6][C:7]1[CH:12]=[CH:11][CH:10]=[CH:9][C:8]=1[O:13][CH3:14].[C:15]([N:18]1[CH2:23][CH2:22][CH:21]([C:24](Cl)=[O:25])[CH2:20][CH2:19]1)(=[O:17])[CH3:16], predict the reaction product. The product is: [CH3:5][O:6][C:7]1[CH:12]=[C:11]([CH:10]=[CH:9][C:8]=1[O:13][CH3:14])[C:24]([CH:21]1[CH2:20][CH2:19][N:18]([C:15](=[O:17])[CH3:16])[CH2:23][CH2:22]1)=[O:25]. (6) Given the reactants FC(F)(F)C([NH:5][C:6]1[C:7]([CH:12]2[CH2:17][CH2:16][CH:15]([N:18]3[CH2:21][CH:20]([NH:22][C:23]([CH2:25][NH:26][C:27](=[O:38])[C:28]4[CH:33]=[CH:32][CH:31]=[C:30]([C:34]([F:37])([F:36])[F:35])[CH:29]=4)=[O:24])[CH2:19]3)[CH2:14][CH2:13]2)=[N:8][CH:9]=[CH:10][CH:11]=1)=O.C(=O)([O-])[O-].[K+].[K+], predict the reaction product. The product is: [NH2:5][C:6]1[C:7]([CH:12]2[CH2:13][CH2:14][CH:15]([N:18]3[CH2:21][CH:20]([NH:22][C:23]([CH2:25][NH:26][C:27](=[O:38])[C:28]4[CH:33]=[CH:32][CH:31]=[C:30]([C:34]([F:37])([F:36])[F:35])[CH:29]=4)=[O:24])[CH2:19]3)[CH2:16][CH2:17]2)=[N:8][CH:9]=[CH:10][CH:11]=1. (7) The product is: [I:17][C:18]1[C:26]2[C:21](=[CH:22][CH:23]=[C:24]([CH:27]=[C:9]3[C:10]4[C:15](=[CH:14][CH:13]=[CH:12][CH:11]=4)[NH:7][C:8]3=[O:16])[CH:25]=2)[NH:20][N:19]=1. Given the reactants N1CCCCC1.[NH:7]1[C:15]2[C:10](=[CH:11][CH:12]=[CH:13][CH:14]=2)[CH2:9][C:8]1=[O:16].[I:17][C:18]1[C:26]2[C:21](=[CH:22][CH:23]=[C:24]([CH:27]=O)[CH:25]=2)[NH:20][N:19]=1, predict the reaction product. (8) Given the reactants Br[C:2]1[CH:7]=[CH:6][C:5]([C:8]2[O:12][N:11]=[C:10]([CH3:13])[C:9]=2[NH:14][CH2:15][CH2:16][CH2:17][C:18]2[CH:23]=[CH:22][CH:21]=[CH:20][CH:19]=2)=[CH:4][CH:3]=1.[CH2:24]([O:26][C:27]([C:29]1([C:32]2[CH:37]=[CH:36][C:35](B3OC(C)(C)C(C)(C)O3)=[CH:34][CH:33]=2)[CH2:31][CH2:30]1)=[O:28])[CH3:25], predict the reaction product. The product is: [CH2:24]([O:26][C:27]([C:29]1([C:32]2[CH:37]=[CH:36][C:35]([C:2]3[CH:7]=[CH:6][C:5]([C:8]4[O:12][N:11]=[C:10]([CH3:13])[C:9]=4[NH:14][CH2:15][CH2:16][CH2:17][C:18]4[CH:23]=[CH:22][CH:21]=[CH:20][CH:19]=4)=[CH:4][CH:3]=3)=[CH:34][CH:33]=2)[CH2:30][CH2:31]1)=[O:28])[CH3:25]. (9) Given the reactants Cl[C:2]1[CH:7]=[CH:6][N:5]=[C:4]2[S:8][CH:9]=[C:10]([C:11]3[CH:16]=[CH:15][CH:14]=[C:13]([O:17][CH3:18])[CH:12]=3)[C:3]=12.[Cl:19][C:20]1[CH:21]=[C:22]([S:26]([NH2:29])(=[O:28])=[O:27])[CH:23]=[CH:24][CH:25]=1.CC1(C)C2C(=C(P(C3C=CC=CC=3)C3C=CC=CC=3)C=CC=2)OC2C(P(C3C=CC=CC=3)C3C=CC=CC=3)=CC=CC1=2.C([O-])([O-])=O.[Cs+].[Cs+], predict the reaction product. The product is: [Cl:19][C:20]1[CH:21]=[C:22]([S:26]([NH:29][C:2]2[CH:7]=[CH:6][N:5]=[C:4]3[S:8][CH:9]=[C:10]([C:11]4[CH:16]=[CH:15][CH:14]=[C:13]([O:17][CH3:18])[CH:12]=4)[C:3]=23)(=[O:27])=[O:28])[CH:23]=[CH:24][CH:25]=1. (10) Given the reactants [C:1]([O:5][C:6](=[O:19])[NH:7][C:8]1([C:12]2[CH:17]=[CH:16][C:15](I)=[CH:14][N:13]=2)[CH2:11][CH2:10][CH2:9]1)([CH3:4])([CH3:3])[CH3:2].C(OC([N:27]1[CH:31]=[C:30](B2OC(C)(C)C(C)(C)O2)[CH:29]=[N:28]1)=O)(C)(C)C.[O-]P([O-])([O-])=O.[K+].[K+].[K+].[OH-].[Na+], predict the reaction product. The product is: [C:1]([O:5][C:6](=[O:19])[NH:7][C:8]1([C:12]2[CH:17]=[CH:16][C:15]([C:30]3[CH:31]=[N:27][NH:28][CH:29]=3)=[CH:14][N:13]=2)[CH2:11][CH2:10][CH2:9]1)([CH3:4])([CH3:3])[CH3:2].